Dataset: Forward reaction prediction with 1.9M reactions from USPTO patents (1976-2016). Task: Predict the product of the given reaction. (1) Given the reactants [CH2:1]([CH:4]1[CH2:10][N:9]([CH:11]2[CH2:15][CH2:14][CH2:13][CH2:12]2)[C:8]2[N:16]=[C:17](Cl)[N:18]=[CH:19][C:7]=2[N:6]([CH3:21])[C:5]1=[O:22])[CH:2]=[CH2:3].[NH2:23][C:24]1[CH:32]=[CH:31][C:27]([C:28]([OH:30])=[O:29])=[CH:26][C:25]=1[O:33][CH3:34].O.C1(C)C=CC(S(O)(=O)=O)=CC=1, predict the reaction product. The product is: [CH2:1]([CH:4]1[CH2:10][N:9]([CH:11]2[CH2:15][CH2:14][CH2:13][CH2:12]2)[C:8]2[N:16]=[C:17]([NH:23][C:24]3[CH:32]=[CH:31][C:27]([C:28]([OH:30])=[O:29])=[CH:26][C:25]=3[O:33][CH3:34])[N:18]=[CH:19][C:7]=2[N:6]([CH3:21])[C:5]1=[O:22])[CH:2]=[CH2:3]. (2) Given the reactants [CH3:1][CH:2]([CH3:31])[CH2:3][CH2:4][NH:5][C:6]([C:8]1[N:9]=[N:10][C:11]([N:14]2[CH2:19][CH2:18][N:17]([C:20](=[O:30])[C:21]3[CH:26]=[CH:25][CH:24]=[CH:23][C:22]=3[N+:27]([O-])=O)[CH2:16][CH2:15]2)=[CH:12][CH:13]=1)=[O:7], predict the reaction product. The product is: [CH3:1][CH:2]([CH3:31])[CH2:3][CH2:4][NH:5][C:6]([C:8]1[N:9]=[N:10][C:11]([N:14]2[CH2:15][CH2:16][N:17]([C:20](=[O:30])[C:21]3[CH:26]=[CH:25][CH:24]=[CH:23][C:22]=3[NH2:27])[CH2:18][CH2:19]2)=[CH:12][CH:13]=1)=[O:7].